Dataset: Forward reaction prediction with 1.9M reactions from USPTO patents (1976-2016). Task: Predict the product of the given reaction. (1) Given the reactants [CH2:1]([N:8]([CH2:21][CH2:22][CH:23]([OH:29])[CH:24](OC)[O:25]C)[S:9]([C:12]1[CH:17]=[CH:16][CH:15]=[CH:14][C:13]=1[N+:18]([O-:20])=[O:19])(=[O:11])=[O:10])[C:2]1[CH:7]=[CH:6][CH:5]=[CH:4][CH:3]=1.Cl, predict the reaction product. The product is: [CH2:1]([N:8]([CH2:21][CH2:22][C:23](=[O:29])[CH2:24][OH:25])[S:9]([C:12]1[CH:17]=[CH:16][CH:15]=[CH:14][C:13]=1[N+:18]([O-:20])=[O:19])(=[O:10])=[O:11])[C:2]1[CH:3]=[CH:4][CH:5]=[CH:6][CH:7]=1. (2) The product is: [C:10]([C:12]1[C:20]2[C:15](=[CH:16][CH:17]=[C:18]([CH2:21][CH2:22][NH:23][C:24](=[O:38])[C:25]3[CH:30]=[CH:29][C:28]([C:31]4[CH:36]=[CH:35][N:34]=[C:33]([NH:9][CH2:8][CH2:7][N:3]5[CH2:4][CH2:5][NH:6][C:2]5=[O:1])[N:32]=4)=[CH:27][CH:26]=3)[CH:19]=2)[NH:14][CH:13]=1)#[N:11]. Given the reactants [O:1]=[C:2]1[NH:6][CH2:5][CH2:4][N:3]1[CH2:7][CH2:8][NH2:9].[C:10]([C:12]1[C:20]2[C:15](=[CH:16][CH:17]=[C:18]([CH2:21][CH2:22][NH:23][C:24](=[O:38])[C:25]3[CH:30]=[CH:29][C:28]([C:31]4[CH:36]=[CH:35][N:34]=[C:33](Cl)[N:32]=4)=[CH:27][CH:26]=3)[CH:19]=2)[NH:14][CH:13]=1)#[N:11], predict the reaction product. (3) Given the reactants Cl.[C:2]([C:4]1[N:9]=[CH:8][C:7]([C:10]2[C:22]3[C:21]4[C:16](=[CH:17][CH:18]=[CH:19][CH:20]=4)[N:15]([C:23]4[CH:35]=[CH:34][C:26]([C:27]([O:29]C(C)(C)C)=[O:28])=[C:25]([NH:36][CH2:37][CH2:38][C:39]([OH:42])([CH3:41])[CH3:40])[CH:24]=4)[C:14]=3[CH:13]=[CH:12][CH:11]=2)=[CH:6][CH:5]=1)#[N:3], predict the reaction product. The product is: [C:2]([C:4]1[N:9]=[CH:8][C:7]([C:10]2[C:22]3[C:21]4[C:16](=[CH:17][CH:18]=[CH:19][CH:20]=4)[N:15]([C:23]4[CH:35]=[CH:34][C:26]([C:27]([OH:29])=[O:28])=[C:25]([NH:36][CH2:37][CH2:38][C:39]([OH:42])([CH3:40])[CH3:41])[CH:24]=4)[C:14]=3[CH:13]=[CH:12][CH:11]=2)=[CH:6][CH:5]=1)#[N:3]. (4) The product is: [CH3:21][N:17]1[C:18]2[C:14](=[CH:13][C:12]([N:7]3[C:8](=[O:11])[C:9]4[C:5](=[CH:4][CH:3]=[C:2]([NH:1][C:29](=[O:31])[CH3:30])[CH:10]=4)[CH2:6]3)=[CH:20][CH:19]=2)[CH:15]=[CH:16]1. Given the reactants [NH2:1][C:2]1[CH:10]=[C:9]2[C:5]([CH2:6][N:7]([C:12]3[CH:13]=[C:14]4[C:18](=[CH:19][CH:20]=3)[N:17]([CH3:21])[CH:16]=[CH:15]4)[C:8]2=[O:11])=[CH:4][CH:3]=1.C(N(CC)CC)C.[C:29](OC(=O)C)(=[O:31])[CH3:30], predict the reaction product. (5) Given the reactants [CH2:1]([O:8][N:9]1[C:14]2[N:15]=[C:16]([CH3:19])[N:17]=[CH:18][C:13]=2[C:12]([OH:20])=[C:11]([C:21]([O:23][CH2:24][CH3:25])=[O:22])[C:10]1=[O:26])[C:2]1[CH:7]=[CH:6][CH:5]=[CH:4][CH:3]=1.C(N(CC)CC)C.[F:34][C:35]([F:48])([F:47])[S:36](O[S:36]([C:35]([F:48])([F:47])[F:34])(=[O:38])=[O:37])(=[O:38])=[O:37], predict the reaction product. The product is: [CH2:1]([O:8][N:9]1[C:14]2[N:15]=[C:16]([CH3:19])[N:17]=[CH:18][C:13]=2[C:12]([O:20][S:36]([C:35]([F:48])([F:47])[F:34])(=[O:38])=[O:37])=[C:11]([C:21]([O:23][CH2:24][CH3:25])=[O:22])[C:10]1=[O:26])[C:2]1[CH:7]=[CH:6][CH:5]=[CH:4][CH:3]=1. (6) Given the reactants Cl[C:2]1[N:3]=[C:4]2[CH:11]=[CH:10][N:9]=[C:8]([Cl:12])[C:5]2=[N:6][CH:7]=1.[O:13]1[CH:17]=[C:16]([CH2:18][OH:19])[N:15]=[CH:14]1.C(=O)([O-])[O-].[K+].[K+], predict the reaction product. The product is: [Cl:12][C:8]1[C:5]2=[N:6][CH:7]=[C:2]([O:19][CH2:18][C:16]3[N:15]=[CH:14][O:13][CH:17]=3)[N:3]=[C:4]2[CH:11]=[CH:10][N:9]=1. (7) Given the reactants [CH2:1]1[O:5][C:4]2[CH:6]=[C:7]([CH2:10][C:11]([OH:13])=O)[CH:8]=[CH:9][C:3]=2[O:2]1.C(Cl)(=O)C(Cl)=O.[NH2:20][C:21]1[S:22][CH:23]=[C:24]([C:26]2[CH:31]=[CH:30][C:29]([Cl:32])=[CH:28][CH:27]=2)[N:25]=1.N1C=CC=CC=1, predict the reaction product. The product is: [O:2]1[C:3]2[CH:9]=[CH:8][C:7]([CH2:10][C:11]([NH:20][C:21]3[S:22][CH:23]=[C:24]([C:26]4[CH:27]=[CH:28][C:29]([Cl:32])=[CH:30][CH:31]=4)[N:25]=3)=[O:13])=[CH:6][C:4]=2[O:5][CH2:1]1. (8) The product is: [C:2]1([NH:1][C:14](=[O:24])[CH2:15][CH2:16][CH2:17][CH2:18][CH2:19][CH2:20][CH2:21][CH2:22][CH3:23])[CH:7]=[CH:6][CH:5]=[CH:4][CH:3]=1. Given the reactants [NH2:1][C:2]1[CH:7]=[CH:6][CH:5]=[CH:4][CH:3]=1.N1C=CC=CC=1.[C:14](Cl)(=[O:24])[CH2:15][CH2:16][CH2:17][CH2:18][CH2:19][CH2:20][CH2:21][CH2:22][CH3:23].Cl, predict the reaction product. (9) The product is: [Cl:3][C:4]1[CH:17]=[C:16]([Cl:18])[CH:15]=[CH:14][C:5]=1[O:6][C@H:7]([CH3:13])[C:8]([OH:10])=[O:9]. Given the reactants [OH-].[K+].[Cl:3][C:4]1[CH:17]=[C:16]([Cl:18])[CH:15]=[CH:14][C:5]=1[O:6][C@H:7]([CH3:13])[C:8]([O:10]CC)=[O:9].Cl, predict the reaction product.